From a dataset of Full USPTO retrosynthesis dataset with 1.9M reactions from patents (1976-2016). Predict the reactants needed to synthesize the given product. (1) The reactants are: [C:1]([O:8][CH3:9])(=[O:7])[CH2:2][C:3]([O:5][CH3:6])=[O:4].[H-].[Na+].[Br:12][C:13]1[C:14]([Cl:35])=[CH:15][C:16](F)=[C:17]([S:19]([N:22]2[C:31]3[C:26](=[CH:27][CH:28]=[CH:29][CH:30]=3)[C:25]([CH3:33])([CH3:32])[CH2:24][CH2:23]2)(=[O:21])=[O:20])[CH:18]=1. Given the product [CH3:6][O:5][C:3](=[O:4])[CH:2]([C:16]1[CH:15]=[C:14]([Cl:35])[C:13]([Br:12])=[CH:18][C:17]=1[S:19]([N:22]1[C:31]2[C:26](=[CH:27][CH:28]=[CH:29][CH:30]=2)[C:25]([CH3:33])([CH3:32])[CH2:24][CH2:23]1)(=[O:21])=[O:20])[C:1]([O:8][CH3:9])=[O:7], predict the reactants needed to synthesize it. (2) Given the product [C:22]1([C:19]2[CH:18]=[CH:17][C:16]([C:9]3[C:8]4[C:3](=[CH:4][CH:5]=[CH:6][CH:7]=4)[C:2]([B:37]([OH:42])[OH:38])=[C:15]4[C:10]=3[CH:11]=[CH:12][CH:13]=[CH:14]4)=[CH:21][CH:20]=2)[C:31]2[C:26](=[CH:27][CH:28]=[CH:29][CH:30]=2)[CH:25]=[CH:24][CH:23]=1, predict the reactants needed to synthesize it. The reactants are: Br[C:2]1[C:3]2[C:8]([C:9]([C:16]3[CH:21]=[CH:20][C:19]([C:22]4[C:31]5[C:26](=[CH:27][CH:28]=[CH:29][CH:30]=5)[CH:25]=[CH:24][CH:23]=4)=[CH:18][CH:17]=3)=[C:10]3[C:15]=1[CH:14]=[CH:13][CH:12]=[CH:11]3)=[CH:7][CH:6]=[CH:5][CH:4]=2.C([Li])CCC.[B:37]([O:42]C)(OC)[O:38]C.Cl.